From a dataset of Full USPTO retrosynthesis dataset with 1.9M reactions from patents (1976-2016). Predict the reactants needed to synthesize the given product. (1) The reactants are: CC1(C)[O:6][CH:5]([CH2:7][O:8][C:9]2[CH:14]=[CH:13][CH:12]=[CH:11][C:10]=2[C:15]2[CH:16]=[CH:17][C:18]3[N:19]([C:21]([C:24]([NH:26][C:27]4[CH:32]=[CH:31][CH:30]=[C:29]([N:33]5[CH2:38][CH2:37][O:36][CH2:35][CH2:34]5)[N:28]=4)=[O:25])=[CH:22][N:23]=3)[N:20]=2)[CH2:4][O:3]1.Cl. Given the product [OH:6][CH:5]([CH2:4][OH:3])[CH2:7][O:8][C:9]1[CH:14]=[CH:13][CH:12]=[CH:11][C:10]=1[C:15]1[CH:16]=[CH:17][C:18]2[N:19]([C:21]([C:24]([NH:26][C:27]3[CH:32]=[CH:31][CH:30]=[C:29]([N:33]4[CH2:34][CH2:35][O:36][CH2:37][CH2:38]4)[N:28]=3)=[O:25])=[CH:22][N:23]=2)[N:20]=1, predict the reactants needed to synthesize it. (2) Given the product [F:16][C:13]1([F:17])[CH2:14][CH2:15][CH:10]([OH:9])[CH2:11][CH2:12]1, predict the reactants needed to synthesize it. The reactants are: C([O:9][CH:10]1[CH2:15][CH2:14][C:13]([F:17])([F:16])[CH2:12][CH2:11]1)(=O)C1C=CC=CC=1. (3) Given the product [CH2:64]([O:66][C:67]([N:69]1[CH2:74][CH2:73][N:72]([C:75](=[O:88])[C@@H:76]([NH:87][C:27]([C:18]2[CH:17]=[C:16]([O:15][CH2:14][C:13]([N:9]3[CH2:10][CH2:11][CH2:12][C@H:8]3[C:6](=[O:7])[NH:5][CH:1]3[CH2:4][CH2:3][CH2:2]3)=[O:30])[N:20]([C:21]3[CH:22]=[CH:23][CH:24]=[CH:25][CH:26]=3)[N:19]=2)=[O:28])[CH2:77][CH2:78][O:79][CH2:80][C:81]2[CH:86]=[CH:85][CH:84]=[CH:83][CH:82]=2)[CH2:71][CH2:70]1)=[O:68])[CH3:65], predict the reactants needed to synthesize it. The reactants are: [CH:1]1([NH:5][C:6]([C@@H:8]2[CH2:12][CH2:11][CH2:10][N:9]2[C:13](=[O:30])[CH2:14][O:15][C:16]2[N:20]([C:21]3[CH:26]=[CH:25][CH:24]=[CH:23][CH:22]=3)[N:19]=[C:18]([C:27](O)=[O:28])[CH:17]=2)=[O:7])[CH2:4][CH2:3][CH2:2]1.CCN(C(C)C)C(C)C.CN(C(ON1N=NC2C=CC=NC1=2)=[N+](C)C)C.F[P-](F)(F)(F)(F)F.[CH2:64]([O:66][C:67]([N:69]1[CH2:74][CH2:73][N:72]([C:75](=[O:88])[C@@H:76]([NH2:87])[CH2:77][CH2:78][O:79][CH2:80][C:81]2[CH:86]=[CH:85][CH:84]=[CH:83][CH:82]=2)[CH2:71][CH2:70]1)=[O:68])[CH3:65]. (4) Given the product [C:50]([O:49][C:46]1[CH:45]=[CH:44][C:43]([CH2:42][C@H:18]([NH:17][C:13](=[O:15])[CH2:12][O:11][NH:10][C:9]([NH:8][CH2:7][C:4]2[CH:3]=[CH:2][N:1]=[CH:6][CH:5]=2)=[O:16])[C:19]([N:21]([C@@H:33]([CH3:41])[CH:34]([O:38][CH2:39][CH3:40])[O:35][CH2:36][CH3:37])[CH2:22][C:23]2[C:32]3[C:27](=[CH:28][CH:29]=[CH:30][CH:31]=3)[CH:26]=[CH:25][CH:24]=2)=[O:20])=[CH:48][CH:47]=1)([CH3:53])([CH3:51])[CH3:52], predict the reactants needed to synthesize it. The reactants are: [N:1]1[CH:6]=[CH:5][C:4]([CH2:7][NH:8][C:9](=[O:16])[NH:10][O:11][CH2:12][C:13]([OH:15])=O)=[CH:3][CH:2]=1.[NH2:17][C@@H:18]([CH2:42][C:43]1[CH:48]=[CH:47][C:46]([O:49][C:50]([CH3:53])([CH3:52])[CH3:51])=[CH:45][CH:44]=1)[C:19]([N:21]([C@@H:33]([CH3:41])[CH:34]([O:38][CH2:39][CH3:40])[O:35][CH2:36][CH3:37])[CH2:22][C:23]1[C:32]2[C:27](=[CH:28][CH:29]=[CH:30][CH:31]=2)[CH:26]=[CH:25][CH:24]=1)=[O:20]. (5) Given the product [Br:1][C:10]([CH2:9][CH2:8][O:7][CH2:6][CH2:5][O:4][CH3:3])([C:14]([OH:16])=[O:15])[C:11]([OH:13])=[O:12], predict the reactants needed to synthesize it. The reactants are: [Br:1]Br.[CH3:3][O:4][CH2:5][CH2:6][O:7][CH2:8][CH2:9][CH:10]([C:14]([OH:16])=[O:15])[C:11]([OH:13])=[O:12].S(S([O-])=O)([O-])(=O)=O.[Na+].[Na+]. (6) Given the product [CH3:16][N:5]([CH2:6][C:7]1[CH:8]=[CH:9][C:10]([NH2:13])=[CH:11][CH:12]=1)[CH3:4], predict the reactants needed to synthesize it. The reactants are: CNC.[CH3:4][N:5]([CH3:16])[CH2:6][C:7]1[CH:12]=[CH:11][C:10]([N+:13]([O-])=O)=[CH:9][CH:8]=1.[BH4-].[Na+]. (7) Given the product [CH2:1]([O:3][C:4](=[O:41])[CH2:5][CH2:6][CH2:7][O:8][C:9]1[CH:14]=[CH:13][CH:12]=[C:11]([CH2:15][CH2:16][CH2:17][CH2:18][CH2:19][CH2:20][O:21][C:22]2[CH:27]=[C:26]([C:28]([N:29]3[CH2:30][CH2:108][C:107]([F:112])([F:106])[CH2:31]3)=[O:32])[CH:25]=[C:24]([Br:33])[CH:23]=2)[C:10]=1[CH2:34][CH2:35][C:36]([O:38][CH2:39][CH3:40])=[O:37])[CH3:2], predict the reactants needed to synthesize it. The reactants are: [CH2:1]([O:3][C:4](=[O:41])[CH2:5][CH2:6][CH2:7][O:8][C:9]1[CH:14]=[CH:13][CH:12]=[C:11]([CH2:15][CH2:16][CH2:17][CH2:18][CH2:19][CH2:20][O:21][C:22]2[CH:27]=[C:26]([C:28](=[O:32])[N:29]([CH3:31])[CH3:30])[CH:25]=[C:24]([Br:33])[CH:23]=2)[C:10]=1[CH2:34][CH2:35][C:36]([O:38][CH2:39][CH3:40])=[O:37])[CH3:2].BrC1C=C(C=C(OCCCCCCC2C=CC=C(OCCCC(OCC)=O)C=2CCC(OCC)=O)C=1)C(O)=O.C1CN([P+](Br)(N2CCCC2)N2CCCC2)CC1.F[P-](F)(F)(F)(F)F.Cl.[F:106][C:107]1([F:112])CCN[CH2:108]1.CCN(C(C)C)C(C)C. (8) Given the product [C:1]([O:5][C:6]([N:8]1[CH2:13][CH2:12][N:11]([C:14]2[CH:19]=[CH:18][C:17]([NH2:20])=[CH:16][N:15]=2)[CH2:10][CH2:9]1)=[O:7])([CH3:4])([CH3:2])[CH3:3], predict the reactants needed to synthesize it. The reactants are: [C:1]([O:5][C:6]([N:8]1[CH2:13][CH2:12][N:11]([C:14]2[CH:19]=[CH:18][C:17]([N+:20]([O-])=O)=[CH:16][N:15]=2)[CH2:10][CH2:9]1)=[O:7])([CH3:4])([CH3:3])[CH3:2].